Task: Predict the reaction yield, written as a fraction of the theoretical maximum amount of product (1.0 means a 100% yield; for example, 0.34 means a 34% yield).. Dataset: Reaction yield outcomes from USPTO patents with 853,638 reactions (1) The reactants are [CH2:1]([C:5]1[N:6]=[C:7]([CH3:27])[NH:8][C:9](=[O:26])[C:10]=1[CH2:11][C:12]1[CH:17]=[CH:16][C:15]([C:18]2[C:19]([C:24]#[N:25])=[CH:20][CH:21]=[CH:22][CH:23]=2)=[CH:14][CH:13]=1)[CH2:2][CH2:3][CH3:4].N(C(N1CCCCC1)=O)=NC(N1CCCCC1)=O.C(P(CCCC)CCCC)CCC.[CH3:59][N:60]1[C:64]([CH3:65])=[CH:63][C:62]([CH2:66]O)=[N:61]1. The catalyst is C(OCC)(=O)C.O1CCCC1. The product is [CH2:1]([C:5]1[N:6]=[C:7]([CH3:27])[N:8]([CH2:66][C:62]2[CH:63]=[C:64]([CH3:65])[N:60]([CH3:59])[N:61]=2)[C:9](=[O:26])[C:10]=1[CH2:11][C:12]1[CH:17]=[CH:16][C:15]([C:18]2[C:19]([C:24]#[N:25])=[CH:20][CH:21]=[CH:22][CH:23]=2)=[CH:14][CH:13]=1)[CH2:2][CH2:3][CH3:4]. The yield is 0.610. (2) The reactants are [Cl:1][C:2]1[CH:7]=[CH:6][C:5]([C:8]2[C:14]3[C:15]([CH3:19])=[C:16]([CH3:18])[S:17][C:13]=3[N:12]3[C:20]([CH3:23])=[N:21][N:22]=[C:11]3[C@H:10]([CH2:24][C:25]([NH:27][CH2:28][CH2:29][CH2:30][N:31]3[CH2:36][CH2:35][NH:34][CH2:33][CH2:32]3)=[O:26])[N:9]=2)=[CH:4][CH:3]=1.[C:37]([O:41][C:42]([NH:44][CH2:45][CH2:46][CH2:47][CH2:48][CH2:49][C:50](O)=[O:51])=[O:43])([CH3:40])([CH3:39])[CH3:38].CCN(C(C)C)C(C)C.CN(C(ON1N=NC2C=CC=NC1=2)=[N+](C)C)C.F[P-](F)(F)(F)(F)F. The catalyst is CN(C=O)C.C(=O)(O)[O-].[Na+]. The product is [Cl:1][C:2]1[CH:3]=[CH:4][C:5]([C:8]2[C:14]3[C:15]([CH3:19])=[C:16]([CH3:18])[S:17][C:13]=3[N:12]3[C:20]([CH3:23])=[N:21][N:22]=[C:11]3[C@H:10]([CH2:24][C:25]([NH:27][CH2:28][CH2:29][CH2:30][N:31]3[CH2:32][CH2:33][N:34]([C:50](=[O:51])[CH2:49][CH2:48][CH2:47][CH2:46][CH2:45][NH:44][C:42](=[O:43])[O:41][C:37]([CH3:38])([CH3:39])[CH3:40])[CH2:35][CH2:36]3)=[O:26])[N:9]=2)=[CH:6][CH:7]=1. The yield is 0.940.